From a dataset of Reaction yield outcomes from USPTO patents with 853,638 reactions. Predict the reaction yield, written as a fraction of the theoretical maximum amount of product (1.0 means a 100% yield; for example, 0.34 means a 34% yield). (1) The reactants are C(Cl)(=O)C(Cl)=O.[F:7][C:8]([F:18])([F:17])[C:9]([NH:11][C@H:12]([C:14]([OH:16])=O)[CH3:13])=[O:10].N1C=CC=CC=1.[Br:25][C:26]1[CH:31]=[C:30]([O:32][CH3:33])[CH:29]=[CH:28][C:27]=1[O:34][CH3:35]. The catalyst is C(Cl)Cl.Cl[Ti](Cl)(Cl)Cl. The product is [F:17][C:8]([F:7])([F:18])[C:9]([NH:11][C@@H:12]([CH3:13])[C:14]([C:29]1[CH:28]=[C:27]([O:34][CH3:35])[C:26]([Br:25])=[CH:31][C:30]=1[O:32][CH3:33])=[O:16])=[O:10]. The yield is 0.360. (2) The catalyst is C(Cl)Cl. The yield is 0.810. The reactants are [CH3:1][C:2]1[CH:11]=[CH:10][C:5]([C:6]([NH:8][NH2:9])=[O:7])=[CH:4][CH:3]=1.C(N(CC)CC)C.Cl[C:20](=[O:26])[C:21]([O:23][CH2:24][CH3:25])=[O:22]. The product is [CH3:1][C:2]1[CH:3]=[CH:4][C:5]([C:6]([NH:8][NH:9][C:20](=[O:26])[C:21]([O:23][CH2:24][CH3:25])=[O:22])=[O:7])=[CH:10][CH:11]=1. (3) The reactants are C[O:2][C:3](=[O:15])[C:4]1[CH:9]=[C:8]([O:10][CH2:11][CH:12]=[CH2:13])[CH:7]=[CH:6][C:5]=1[OH:14].[OH-].[Na+].Cl. The catalyst is CO. The product is [OH:14][C:5]1[CH:6]=[CH:7][C:8]([O:10][CH2:11][CH2:12][CH3:13])=[CH:9][C:4]=1[C:3]([OH:15])=[O:2]. The yield is 0.910. (4) The reactants are C([N:8](CC1C=CC=CC=1)[C@H:9]1[CH2:18][C:17]2[C:12](=[CH:13][CH:14]=[CH:15][C:16]=2[B:19]2[O:23][C:22]([CH3:25])([CH3:24])[C:21]([CH3:27])([CH3:26])[O:20]2)[O:11][CH2:10]1)C1C=CC=CC=1. The catalyst is [Pd]. The product is [CH3:24][C:22]1([CH3:25])[C:21]([CH3:26])([CH3:27])[O:20][B:19]([C:16]2[CH:15]=[CH:14][CH:13]=[C:12]3[C:17]=2[CH2:18][C@H:9]([NH2:8])[CH2:10][O:11]3)[O:23]1. The yield is 0.670. (5) The catalyst is CO.[Pd]. The yield is 0.830. The reactants are C([O:8][C:9]1[C:14](=[O:15])[C:13]([CH:16]([OH:21])[C:17]([F:20])([F:19])[F:18])=[CH:12][NH:11][C:10]=1[CH3:22])C1C=CC=CC=1. The product is [OH:8][C:9]1[C:14](=[O:15])[C:13]([CH:16]([OH:21])[C:17]([F:20])([F:18])[F:19])=[CH:12][NH:11][C:10]=1[CH3:22]. (6) The catalyst is CO. The yield is 0.250. The reactants are [CH3:1][C@H:2]1[CH2:7][N:6]([CH:8]2[CH2:11][O:10][CH2:9]2)[C@H:5]([CH3:12])[CH2:4][N:3]1[C:13]1[CH:14]=[CH:15][C:16]([NH:19][C:20]2[C:25](=[O:26])[N:24]([CH3:27])[CH:23]=[C:22]([C:28]3[C:33]([CH:34]=[O:35])=[C:32]([N:36]4[CH2:49][CH2:48][N:39]5[C:40]6[CH2:41][CH2:42][CH2:43][CH2:44][C:45]=6[C:46]([F:47])=[C:38]5[C:37]4=[O:50])[N:31]=[CH:30][CH:29]=3)[CH:21]=2)=[N:17][CH:18]=1.[BH4-].[Na+]. The product is [CH3:1][C@H:2]1[CH2:7][N:6]([CH:8]2[CH2:9][O:10][CH2:11]2)[C@H:5]([CH3:12])[CH2:4][N:3]1[C:13]1[CH:14]=[CH:15][C:16]([NH:19][C:20]2[C:25](=[O:26])[N:24]([CH3:27])[CH:23]=[C:22]([C:28]3[CH:29]=[CH:30][N:31]=[C:32]([N:36]4[CH2:49][CH2:48][N:39]5[C:40]6[CH2:41][CH2:42][CH2:43][CH2:44][C:45]=6[C:46]([F:47])=[C:38]5[C:37]4=[O:50])[C:33]=3[CH2:34][OH:35])[CH:21]=2)=[N:17][CH:18]=1. (7) The reactants are [CH3:1][O:2][C:3]([NH:5][C@@H:6]([C:10]([CH3:13])([CH3:12])[CH3:11])[C:7]([OH:9])=O)=[O:4].CCN=C=NCCCN(C)C.C1C=CC2N(O)N=NC=2C=1.CN1CCOCC1.[NH2:42][C@@H:43]([CH2:63][C:64]1[CH:69]=[CH:68][CH:67]=[CH:66][CH:65]=1)[C@@H:44]([OH:62])[CH2:45][C@@H:46]([NH:54][C:55](=[O:61])[O:56][C:57]([CH3:60])([CH3:59])[CH3:58])[CH2:47][C:48]1[CH:53]=[CH:52][CH:51]=[CH:50][CH:49]=1. The catalyst is CN(C=O)C. The product is [CH2:63]([C@H:43]([NH:42][C:7]([C@@H:6]([NH:5][C:3](=[O:4])[O:2][CH3:1])[C:10]([CH3:13])([CH3:12])[CH3:11])=[O:9])[C@@H:44]([OH:62])[CH2:45][C@@H:46]([NH:54][C:55]([O:56][C:57]([CH3:58])([CH3:59])[CH3:60])=[O:61])[CH2:47][C:48]1[CH:49]=[CH:50][CH:51]=[CH:52][CH:53]=1)[C:64]1[CH:65]=[CH:66][CH:67]=[CH:68][CH:69]=1. The yield is 0.770.